Dataset: Full USPTO retrosynthesis dataset with 1.9M reactions from patents (1976-2016). Task: Predict the reactants needed to synthesize the given product. Given the product [C:12]([C:8]1[CH:7]=[CH:6][CH:5]=[C:4]2[C:9]=1[CH:10]=[CH:11][C:2]([CH3:1])=[N:3]2)#[CH:13], predict the reactants needed to synthesize it. The reactants are: [CH3:1][C:2]1[CH:11]=[CH:10][C:9]2[C:4](=[CH:5][CH:6]=[CH:7][C:8]=2[C:12]#[C:13][Si](C)(C)C)[N:3]=1.C([O-])([O-])=O.[K+].[K+].